Dataset: Catalyst prediction with 721,799 reactions and 888 catalyst types from USPTO. Task: Predict which catalyst facilitates the given reaction. (1) Reactant: [NH2:1][C:2]1[N:7]=[C:6]([CH3:8])[N:5]=[C:4]([C:9]2[CH:16]=[CH:15][C:12]([CH:13]=[O:14])=[CH:11][CH:10]=2)[C:3]=1[C:17]1[CH:22]=[CH:21][CH:20]=[CH:19][CH:18]=1.Cl[CH2:24][CH:25]=O. Product: [CH3:8][C:6]1[N:7]2[CH:24]=[CH:25][N:1]=[C:2]2[C:3]([C:17]2[CH:22]=[CH:21][CH:20]=[CH:19][CH:18]=2)=[C:4]([C:9]2[CH:16]=[CH:15][C:12]([CH:13]=[O:14])=[CH:11][CH:10]=2)[N:5]=1. The catalyst class is: 14. (2) The catalyst class is: 8. Reactant: C([O:3][C:4](=[O:41])[CH2:5][O:6][C:7]1[CH:12]=[CH:11][C:10]([S:13][C:14]2[CH:19]=[C:18]([O:20][C:21]3[CH:26]=[CH:25][C:24]([C:27]([F:30])([F:29])[F:28])=[CH:23][N:22]=3)[CH:17]=[C:16]([C:31]#[C:32][CH2:33][N:34]3[CH2:39][CH2:38][O:37][CH2:36][CH2:35]3)[CH:15]=2)=[CH:9][C:8]=1[CH3:40])C.[OH-].[Na+].Cl. Product: [CH3:40][C:8]1[CH:9]=[C:10]([S:13][C:14]2[CH:19]=[C:18]([O:20][C:21]3[CH:26]=[CH:25][C:24]([C:27]([F:28])([F:29])[F:30])=[CH:23][N:22]=3)[CH:17]=[C:16]([C:31]#[C:32][CH2:33][N:34]3[CH2:39][CH2:38][O:37][CH2:36][CH2:35]3)[CH:15]=2)[CH:11]=[CH:12][C:7]=1[O:6][CH2:5][C:4]([OH:41])=[O:3]. (3) Reactant: Br[C:2]1[CH:3]=[C:4]2[C:8](=[CH:9][CH:10]=1)[N:7]([CH2:11][O:12][CH2:13][CH2:14][Si:15]([CH3:18])([CH3:17])[CH3:16])[N:6]=[C:5]2[C:19]([NH:21][C:22]1[CH:23]=[N:24][N:25]([CH2:27][C:28]2[CH:33]=[CH:32][CH:31]=[C:30]([C:34]#[N:35])[CH:29]=2)[CH:26]=1)=[O:20].[CH2:36]([O:38]/[CH:39]=[CH:40]/B1OC(C)(C)C(C)(C)O1)[CH3:37].C([O-])([O-])=O.[K+].[K+]. Product: [C:34]([C:30]1[CH:29]=[C:28]([CH:33]=[CH:32][CH:31]=1)[CH2:27][N:25]1[CH:26]=[C:22]([NH:21][C:19]([C:5]2[C:4]3[C:8](=[CH:9][CH:10]=[C:2](/[CH:37]=[CH:36]/[O:38][CH2:39][CH3:40])[CH:3]=3)[N:7]([CH2:11][O:12][CH2:13][CH2:14][Si:15]([CH3:17])([CH3:18])[CH3:16])[N:6]=2)=[O:20])[CH:23]=[N:24]1)#[N:35]. The catalyst class is: 184. (4) Reactant: [CH2:1]([O:3][C:4]1[CH:5]=[C:6]2[C:11](=[CH:12][C:13]=1[OH:14])[CH:10]=[N:9][CH:8]([CH3:15])[CH2:7]2)[CH3:2].CN([CH:19]=[C:20]([C:26](=[O:28])[CH3:27])[C:21]([O:23][CH2:24][CH3:25])=[O:22])C. Product: [CH2:1]([O:3][C:4]1[C:13]([OH:14])=[CH:12][C:11]2[CH:10]3[N:9]([CH:8]([CH3:15])[CH2:7][C:6]=2[CH:5]=1)[CH:19]=[C:20]([C:21]([O:23][CH2:24][CH3:25])=[O:22])[C:26](=[O:28])[CH2:27]3)[CH3:2]. The catalyst class is: 18. (5) Reactant: [Cl:1][C:2]1[CH:7]=[CH:6][C:5]([S:8][CH2:9][CH2:10][C:11](O)=[O:12])=[C:4]([NH:14][S:15]([C:18]2[CH:23]=[CH:22][C:21]([Cl:24])=[CH:20][C:19]=2[F:25])(=[O:17])=[O:16])[CH:3]=1.[CH3:26][CH2:27][N:28]=[C:29]=NCCCN(C)C.Cl.C1C=CC2N(O)N=NC=2C=1.O.CNCC. Product: [Cl:1][C:2]1[CH:7]=[CH:6][C:5]([S:8][CH2:9][CH2:10][C:11]([N:28]([CH2:27][CH3:26])[CH3:29])=[O:12])=[C:4]([NH:14][S:15]([C:18]2[CH:23]=[CH:22][C:21]([Cl:24])=[CH:20][C:19]=2[F:25])(=[O:17])=[O:16])[CH:3]=1. The catalyst class is: 517. (6) Reactant: [Cl:1][C:2]1[CH:3]=[C:4]([CH3:12])[C:5]2[O:9][C:8](S)=[N:7][C:6]=2[CH:11]=1.[CH3:13][N:14]1[CH2:19][CH2:18][NH:17][CH2:16][CH2:15]1. Product: [Cl:1][C:2]1[CH:3]=[C:4]([CH3:12])[C:5]2[O:9][C:8]([N:17]3[CH2:18][CH2:19][N:14]([CH3:13])[CH2:15][CH2:16]3)=[N:7][C:6]=2[CH:11]=1. The catalyst class is: 22. (7) Reactant: [CH3:1][C:2]1[N:3]2[C:7]([CH:8]=[CH:9][CH:10]=1)=[CH:6][C:5]([C:11]#[N:12])=[CH:4]2.F[B-](F)(F)F.C1(P(C2CCCC2)C2CCCC2)CCCC1.C([O-])([O-])=O.[Cs+].[Cs+].Cl[C:41]1[CH:46]=[CH:45][CH:44]=[CH:43][N:42]=1. Product: [CH3:1][C:2]1[N:3]2[C:7]([CH:8]=[CH:9][CH:10]=1)=[CH:6][C:5]([C:11]#[N:12])=[C:4]2[C:41]1[CH:46]=[CH:45][CH:44]=[CH:43][N:42]=1. The catalyst class is: 718.